From a dataset of Forward reaction prediction with 1.9M reactions from USPTO patents (1976-2016). Predict the product of the given reaction. (1) Given the reactants C[O:2][C:3](=[O:15])[C:4]1[CH:9]=[C:8]([O:10][CH3:11])[CH:7]=[C:6]([O:12][CH3:13])[C:5]=1[F:14].[OH-].[Na+], predict the reaction product. The product is: [F:14][C:5]1[C:6]([O:12][CH3:13])=[CH:7][C:8]([O:10][CH3:11])=[CH:9][C:4]=1[C:3]([OH:15])=[O:2]. (2) Given the reactants Br[C:2]1[CH:7]=[CH:6][C:5]2[C:8]3([CH2:23][O:24][C:4]=2[CH:3]=1)[C:16]1[C:11](=[CH:12][CH:13]=[CH:14][CH:15]=1)[N:10]([CH2:17][CH2:18][CH2:19][CH2:20][CH3:21])[C:9]3=[O:22].[NH2:25][C:26]1[CH:31]=[CH:30][CH:29]=[CH:28][CH:27]=1.CC1(C)C2C(=C(P(C3C=CC=CC=3)C3C=CC=CC=3)C=CC=2)OC2C(P(C3C=CC=CC=3)C3C=CC=CC=3)=CC=CC1=2, predict the reaction product. The product is: [NH:25]([C:2]1[CH:7]=[CH:6][C:5]2[C:8]3([CH2:23][O:24][C:4]=2[CH:3]=1)[C:16]1[C:11](=[CH:12][CH:13]=[CH:14][CH:15]=1)[N:10]([CH2:17][CH2:18][CH2:19][CH2:20][CH3:21])[C:9]3=[O:22])[C:26]1[CH:31]=[CH:30][CH:29]=[CH:28][CH:27]=1. (3) Given the reactants Cl[C:2]1[CH:7]=[C:6]([N:8]2[CH2:13][CH2:12][N:11]([C:14]3[C:19]([C:20]([F:23])([F:22])[F:21])=[CH:18][CH:17]=[CH:16][N:15]=3)[CH2:10][CH2:9]2)[N:5]=[C:4]([CH2:24][O:25][CH3:26])[N:3]=1.[F:27][C:28]1[CH:29]=[C:30]([CH:32]=[CH:33][C:34]=1[F:35])[NH2:31].CC(C)([O-])C.[K+].C1(P(C2CCCCC2)C2C=CC=CC=2C2C=CC=CC=2)CCCCC1, predict the reaction product. The product is: [F:27][C:28]1[CH:29]=[C:30]([NH:31][C:2]2[CH:7]=[C:6]([N:8]3[CH2:13][CH2:12][N:11]([C:14]4[C:19]([C:20]([F:23])([F:22])[F:21])=[CH:18][CH:17]=[CH:16][N:15]=4)[CH2:10][CH2:9]3)[N:5]=[C:4]([CH2:24][O:25][CH3:26])[N:3]=2)[CH:32]=[CH:33][C:34]=1[F:35]. (4) The product is: [CH2:1]([N:3]1[CH2:8][CH2:7][N:6]([C:9]2[CH:14]=[CH:13][C:12]([Br:15])=[CH:11][CH:10]=2)[CH2:5][CH2:4]1)[CH3:2]. Given the reactants [CH2:1]([N:3]1[CH2:8][CH2:7][N:6]([C:9]2[CH:14]=[CH:13][CH:12]=[CH:11][CH:10]=2)[CH2:5][CH2:4]1)[CH3:2].[Br:15]Br.O.[OH-].[Na+], predict the reaction product. (5) Given the reactants C(O[C:4]([C:6]1[C:7]2[S:15][CH:14]=[C:13]([CH2:16][O:17][C:18]3[CH:23]=[C:22]([NH:24][C:25](=[O:32])[C:26]4[CH:31]=[CH:30][CH:29]=[CH:28][CH:27]=4)[CH:21]=[CH:20][C:19]=3[CH3:33])[C:8]=2[C:9]([NH2:12])=[N:10][CH:11]=1)=[O:5])C.[CH2:34]([CH2:36][NH2:37])[OH:35], predict the reaction product. The product is: [OH:35][CH2:34][CH2:36][NH:37][C:4]([C:6]1[C:7]2[S:15][CH:14]=[C:13]([CH2:16][O:17][C:18]3[CH:23]=[C:22]([NH:24][C:25](=[O:32])[C:26]4[CH:31]=[CH:30][CH:29]=[CH:28][CH:27]=4)[CH:21]=[CH:20][C:19]=3[CH3:33])[C:8]=2[C:9]([NH2:12])=[N:10][CH:11]=1)=[O:5]. (6) Given the reactants C[N:2](C)/[CH:3]=[C:4](/[C:7]1[CH:12]=[CH:11][C:10]([N+:13]([O-:15])=[O:14])=[CH:9][C:8]=1[CH3:16])\[C:5]#N.[CH3:18][N:19]1[CH2:24][CH2:23][N:22]([C:25]2[CH:26]=[C:27]([C:31]3[CH:35]=[N:34][NH:33][C:32]=3[NH2:36])[CH:28]=[CH:29][CH:30]=2)[CH2:21][CH2:20]1.C(O)(=O)C.CO, predict the reaction product. The product is: [CH3:16][C:8]1[CH:9]=[C:10]([N+:13]([O-:15])=[O:14])[CH:11]=[CH:12][C:7]=1[C:4]1[CH:5]=[N:36][C:32]2[N:33]([N:34]=[CH:35][C:31]=2[C:27]2[CH:28]=[CH:29][CH:30]=[C:25]([N:22]3[CH2:23][CH2:24][N:19]([CH3:18])[CH2:20][CH2:21]3)[CH:26]=2)[C:3]=1[NH2:2]. (7) Given the reactants [CH3:1][C:2]([C:4]1[CH2:9][C:8]([CH3:11])([CH3:10])[CH2:7][CH2:6][CH:5]=1)=[O:3].[H-].[H-].[H-].[H-].[Li+].[Al+3], predict the reaction product. The product is: [CH3:1][CH:2]([OH:3])[C:4]1[CH2:9][C:8]([CH3:11])([CH3:10])[CH2:7][CH2:6][CH:5]=1. (8) Given the reactants [CH3:1][C:2]1[CH:7]=[CH:6][CH:5]=[C:4]([NH:8][S:9]([CH3:12])(=[O:11])=[O:10])[C:3]=1[C:13]1[C:14]2[CH:21]=[C:20]([CH2:22][O:23][C:24]3[CH:29]=[CH:28][C:27]([C@@H:30]([C:37]#[C:38][CH3:39])[CH2:31][C:32]([O:34]CC)=[O:33])=[CH:26][CH:25]=3)[CH:19]=[CH:18][C:15]=2[S:16][CH:17]=1.[Li+].[OH-].Cl.N, predict the reaction product. The product is: [CH3:1][C:2]1[CH:7]=[CH:6][CH:5]=[C:4]([NH:8][S:9]([CH3:12])(=[O:11])=[O:10])[C:3]=1[C:13]1[C:14]2[CH:21]=[C:20]([CH2:22][O:23][C:24]3[CH:25]=[CH:26][C:27]([C@@H:30]([C:37]#[C:38][CH3:39])[CH2:31][C:32]([OH:34])=[O:33])=[CH:28][CH:29]=3)[CH:19]=[CH:18][C:15]=2[S:16][CH:17]=1. (9) The product is: [CH2:29]([O:28][N:10]1[CH:11]=[C:12]([C:13]([N:15]2[CH2:20][CH2:19][CH:18]([C:21]3[CH:26]=[CH:25][C:24]([F:27])=[CH:23][CH:22]=3)[CH2:17][CH2:16]2)=[O:14])[C:7]([NH:44][C:43]2[CH:42]=[C:41]([CH3:40])[CH:47]=[CH:46][CH:45]=2)=[C:8]([CH3:37])[C:9]1=[O:36])[C:30]1[CH:31]=[CH:32][CH:33]=[CH:34][CH:35]=1. Given the reactants FC(F)(F)S(O[C:7]1[C:12]([C:13]([N:15]2[CH2:20][CH2:19][CH:18]([C:21]3[CH:26]=[CH:25][C:24]([F:27])=[CH:23][CH:22]=3)[CH2:17][CH2:16]2)=[O:14])=[CH:11][N:10]([O:28][CH2:29][C:30]2[CH:35]=[CH:34][CH:33]=[CH:32][CH:31]=2)[C:9](=[O:36])[C:8]=1[CH3:37])(=O)=O.[CH3:40][C:41]1[CH:42]=[C:43]([CH:45]=[CH:46][CH:47]=1)[NH2:44], predict the reaction product.